Task: Regression. Given a peptide amino acid sequence and an MHC pseudo amino acid sequence, predict their binding affinity value. This is MHC class II binding data.. Dataset: Peptide-MHC class II binding affinity with 134,281 pairs from IEDB The peptide sequence is VTLRIRNVRFSDEGG. The MHC is HLA-DPA10201-DPB10501 with pseudo-sequence HLA-DPA10201-DPB10501. The binding affinity (normalized) is 0.